From a dataset of Human liver microsome stability data. Regression/Classification. Given a drug SMILES string, predict its absorption, distribution, metabolism, or excretion properties. Task type varies by dataset: regression for continuous measurements (e.g., permeability, clearance, half-life) or binary classification for categorical outcomes (e.g., BBB penetration, CYP inhibition). Dataset: hlm. (1) The compound is COc1cccc(CN(CCCN2CCOCC2)C(=O)Nc2ccc(-c3cn[nH]c3)cc2)c1. The result is 1 (stable in human liver microsomes). (2) The compound is C=C1C(=O)O[C@H]2[C@H]1CC/C(C)=C/CC[C@@]1(C)O[C@@H]21. The result is 0 (unstable in human liver microsomes).